From a dataset of Full USPTO retrosynthesis dataset with 1.9M reactions from patents (1976-2016). Predict the reactants needed to synthesize the given product. (1) Given the product [Br:17][C:18]1[C:19]([F:29])=[C:20]([F:28])[C:21]([NH:16][C:11]2[CH:12]=[CH:13][CH:14]=[CH:15][C:10]=2[Cl:9])=[C:22]([CH:26]=1)[C:23]([OH:25])=[O:24], predict the reactants needed to synthesize it. The reactants are: C(NC(C)C)(C)C.[Li].[Cl:9][C:10]1[CH:15]=[CH:14][CH:13]=[CH:12][C:11]=1[NH2:16].[Br:17][C:18]1[C:19]([F:29])=[C:20]([F:28])[C:21](F)=[C:22]([CH:26]=1)[C:23]([OH:25])=[O:24]. (2) Given the product [NH2:35][C@@H:10]1[CH2:9][N:8]([C:6]([O:5][C:1]([CH3:4])([CH3:3])[CH3:2])=[O:7])[CH2:13][C@H:12]([C:14]([O:16][CH3:17])=[O:15])[CH2:11]1, predict the reactants needed to synthesize it. The reactants are: [C:1]([O:5][C:6]([N:8]1[CH2:13][C@H:12]([C:14]([O:16][CH3:17])=[O:15])[CH2:11][C@H:10](C(O)=O)[CH2:9]1)=[O:7])([CH3:4])([CH3:3])[CH3:2].C1(P([N:35]=[N+]=[N-])(C2C=CC=CC=2)=O)C=CC=CC=1.C(N(CC)CC)C.C(O)C1C=CC=CC=1. (3) The reactants are: [C:1]([C:3]1[CH:4]=[C:5]([C:13]2[O:17][N:16]=[C:15]([C:18]3[CH:19]=[CH:20][C:21]4[O:25][C:24]([C:26]5([NH:34]C(=O)OC(C)(C)C)[CH2:31][O:30]C(C)(C)[O:28][CH2:27]5)=[CH:23][C:22]=4[CH:42]=3)[N:14]=2)[CH:6]=[CH:7][C:8]=1[O:9][CH2:10][CH2:11][CH3:12])#[N:2].ClC1C=C(C2ON=C(C3C=CC4OC(C5(NC(=O)OC(C)(C)C)COC(C)(C)OC5)=CC=4C=3)N=2)C=CC=1OCCC. Given the product [NH2:34][C:26]([C:24]1[O:25][C:21]2[CH:20]=[CH:19][C:18]([C:15]3[N:14]=[C:13]([C:5]4[CH:6]=[CH:7][C:8]([O:9][CH2:10][CH2:11][CH3:12])=[C:3]([CH:4]=4)[C:1]#[N:2])[O:17][N:16]=3)=[CH:42][C:22]=2[CH:23]=1)([CH2:27][OH:28])[CH2:31][OH:30], predict the reactants needed to synthesize it. (4) Given the product [F:24][CH2:12][CH2:11][CH2:10][C:7]1[CH:8]=[CH:9][C:4]([N+:1]([O-:3])=[O:2])=[CH:5][C:6]=1[C:14]([F:17])([F:16])[F:15], predict the reactants needed to synthesize it. The reactants are: [N+:1]([C:4]1[CH:9]=[CH:8][C:7]([CH2:10][CH2:11][CH2:12]O)=[C:6]([C:14]([F:17])([F:16])[F:15])[CH:5]=1)([O-:3])=[O:2].CCN(S(F)(F)[F:24])CC. (5) Given the product [F:21][C:22]1[CH:23]=[C:24]([NH:25][C:2]2[CH:17]=[C:16]([CH:18]([CH3:20])[CH3:19])[C:5]([C:6]([NH:8][CH2:9][CH:10]3[CH2:15][CH2:14][O:13][CH2:12][CH2:11]3)=[O:7])=[CH:4][N:3]=2)[CH:26]=[CH:27][C:28]=1[F:29], predict the reactants needed to synthesize it. The reactants are: Cl[C:2]1[CH:17]=[C:16]([CH:18]([CH3:20])[CH3:19])[C:5]([C:6]([NH:8][CH2:9][CH:10]2[CH2:15][CH2:14][O:13][CH2:12][CH2:11]2)=[O:7])=[CH:4][N:3]=1.[F:21][C:22]1[CH:23]=[C:24]([CH:26]=[CH:27][C:28]=1[F:29])[NH2:25].CS(O)(=O)=O. (6) Given the product [NH2:35][CH2:34][CH2:33][NH:32][S:29]([NH:28][C:26]1[CH:25]=[CH:24][C:22]2[NH:23][C:18]([C:3]3[C:4](=[O:17])[N:5]([CH2:12][CH2:13][CH:14]([CH3:16])[CH3:15])[C:6]4[C:11]([C:2]=3[OH:1])=[CH:10][CH:9]=[CH:8][N:7]=4)=[N:19][S:20](=[O:43])(=[O:44])[C:21]=2[CH:27]=1)(=[O:30])=[O:31], predict the reactants needed to synthesize it. The reactants are: [OH:1][C:2]1[C:11]2[C:6](=[N:7][CH:8]=[CH:9][CH:10]=2)[N:5]([CH2:12][CH2:13][CH:14]([CH3:16])[CH3:15])[C:4](=[O:17])[C:3]=1[C:18]1[NH:23][C:22]2[CH:24]=[CH:25][C:26]([NH:28][S:29]([NH:32][CH2:33][CH2:34][NH:35]C(=O)OC(C)(C)C)(=[O:31])=[O:30])=[CH:27][C:21]=2[S:20](=[O:44])(=[O:43])[N:19]=1.Cl. (7) Given the product [CH:20]1([N:17]2[CH2:18][CH2:19][C:13]3[CH:12]=[C:11]([C:6]4[CH2:7][CH2:8][C:9](=[O:10])[N:4]([CH:1]([CH3:3])[CH3:2])[N:5]=4)[CH:27]=[CH:26][C:14]=3[CH2:15][CH2:16]2)[CH2:29][CH2:28][CH2:21]1, predict the reactants needed to synthesize it. The reactants are: [CH:1]([N:4]1[C:9](=[O:10])[CH2:8][CH2:7][C:6]([C:11]2[CH:27]=[CH:26][C:14]3[CH2:15][CH2:16][N:17]([C:20](=O)[C:21](F)(F)F)[CH2:18][CH2:19][C:13]=3[CH:12]=2)=[N:5]1)([CH3:3])[CH3:2].[C:28]1(=O)CC[CH2:29]1.C(O[BH-](OC(=O)C)OC(=O)C)(=O)C.[Na+]. (8) Given the product [C:20](/[C:19](=[CH:5]\[C:4]1[CH:7]=[CH:8][CH:9]=[CH:10][C:3]=1[C:2]([F:12])([F:11])[F:1])/[C:18]([O:17][C:13]([CH3:16])([CH3:15])[CH3:14])=[O:22])#[N:21], predict the reactants needed to synthesize it. The reactants are: [F:1][C:2]([F:12])([F:11])[C:3]1[CH:10]=[CH:9][CH:8]=[CH:7][C:4]=1[CH:5]=O.[C:13]([O:17][C:18](=[O:22])[CH2:19][C:20]#[N:21])([CH3:16])([CH3:15])[CH3:14].N1CCNCC1. (9) Given the product [ClH:53].[ClH:53].[NH2:20][C@@H:21]([CH3:31])[CH2:22][CH2:23][NH:24][CH2:25][C:26]1[O:27][CH:28]=[CH:29][CH:30]=1.[F:1][C:2]1[CH:7]=[C:6]([F:8])[CH:5]=[CH:4][C:3]=1[CH2:9][NH:10][C:11]([C:13]1[C:14](=[O:36])[C:15]([OH:35])=[C:16]2[C:32](=[O:33])[N:20]3[C@@H:21]([CH3:31])[CH2:22][CH2:23][N:24]([CH2:25][C:26]4[O:27][CH:28]=[CH:29][CH:30]=4)[C@@H:19]3[CH2:18][N:17]2[CH:34]=1)=[O:12].[F:1][C:2]1[CH:7]=[C:6]([F:8])[CH:5]=[CH:4][C:3]=1[CH2:9][NH:10][C:11]([C:13]1[C:14](=[O:36])[C:15]([O:52][CH2:49][C:50]2[CH:45]=[CH:46][CH:47]=[CH:43][CH:42]=2)=[C:16]2[C:32](=[O:33])[N:20]3[C@@H:21]([CH3:31])[CH2:22][CH2:23][N:24]([CH2:25][C:26]4[O:27][CH:28]=[CH:29][CH:30]=4)[C@@H:19]3[CH2:18][N:17]2[CH:34]=1)=[O:12], predict the reactants needed to synthesize it. The reactants are: [F:1][C:2]1[CH:7]=[C:6]([F:8])[CH:5]=[CH:4][C:3]=1[CH2:9][NH:10][C:11]([C:13]1[C:14](=[O:36])[C:15]([OH:35])=[C:16]2[C:32](=[O:33])[N:20]3[C@@H:21]([CH3:31])[CH2:22][CH2:23][N:24]([CH2:25][C:26]4[O:27][CH:28]=[CH:29][CH:30]=4)[C@@H:19]3[CH2:18][N:17]2[CH:34]=1)=[O:12].N[C@@H](C)CCN[CH2:42][C:43]1O[CH:45]=[CH:46][CH:47]=1.[C:49]([OH:52])(=O)[CH3:50].[Cl:53]CCl. (10) Given the product [Cl:1][C:2]1[CH:3]=[C:4]([F:22])[C:5]([N:9]2[C:14](=[O:15])[CH:13]=[C:12]([C:16]([F:18])([F:17])[F:19])[N:11]([CH3:20])[C:10]2=[O:21])=[C:6]([N+:23]([O-:25])=[O:24])[C:7]=1[OH:8], predict the reactants needed to synthesize it. The reactants are: [Cl:1][C:2]1[C:7]([OH:8])=[CH:6][C:5]([N:9]2[C:14](=[O:15])[CH:13]=[C:12]([C:16]([F:19])([F:18])[F:17])[N:11]([CH3:20])[C:10]2=[O:21])=[C:4]([F:22])[CH:3]=1.[N+:23]([O-])([OH:25])=[O:24].